Dataset: CYP3A4 inhibition data for predicting drug metabolism from PubChem BioAssay. Task: Regression/Classification. Given a drug SMILES string, predict its absorption, distribution, metabolism, or excretion properties. Task type varies by dataset: regression for continuous measurements (e.g., permeability, clearance, half-life) or binary classification for categorical outcomes (e.g., BBB penetration, CYP inhibition). Dataset: cyp3a4_veith. (1) The compound is O=[N+]([O-])c1cc(-c2ccc([As](=O)(O)O)cc2)ccc1[As](=O)(O)O. The result is 0 (non-inhibitor). (2) The drug is CN(C)Cc1ccccc1-c1cncnc1NCc1ccccc1. The result is 1 (inhibitor). (3) The molecule is CSc1nc(C)c2c(n1)N(c1ccc(C(F)(F)F)cc1)CC2. The result is 0 (non-inhibitor). (4) The result is 1 (inhibitor). The compound is Clc1ccccc1-c1nccc(NCc2ccccc2)n1. (5) The molecule is c1ccc2c(N3CCOCC3)nc(-c3ccoc3)nc2c1. The result is 1 (inhibitor).